Task: Predict which catalyst facilitates the given reaction.. Dataset: Catalyst prediction with 721,799 reactions and 888 catalyst types from USPTO (1) Reactant: [Cl:1][C:2]1[CH:3]=[N:4][CH:5]=[C:6]([Cl:9])[C:7]=1[CH3:8].[H-].[Na+].[CH:12]1([O:17][C:18]2[C:27]([O:28][CH3:29])=[CH:26][CH:25]=[C:24]3[C:19]=2[CH:20]=[N:21][NH:22][CH:23]3Cl)[CH2:16][CH2:15][CH2:14][CH2:13]1. Product: [CH:12]1([O:17][C:18]2[C:27]([O:28][CH3:29])=[CH:26][CH:25]=[C:24]3[C:19]=2[CH:20]=[N:21][N:22]=[C:23]3[CH2:8][C:7]2[C:6]([Cl:9])=[CH:5][N:4]=[CH:3][C:2]=2[Cl:1])[CH2:13][CH2:14][CH2:15][CH2:16]1. The catalyst class is: 9. (2) Reactant: [Cl:1][C:2]1[CH:7]=[CH:6][CH:5]=[CH:4][C:3]=1[C:8]1[N:9]2[C:14]([CH:15]=[C:16]([O:18]C)[CH:17]=1)=[C:13]([C:20]1[C:25]([Cl:26])=[CH:24][CH:23]=[CH:22][C:21]=1[Cl:27])[C:12](=[O:28])[CH:11]=[CH:10]2.B(Br)(Br)Br. Product: [Cl:1][C:2]1[CH:7]=[CH:6][CH:5]=[CH:4][C:3]=1[C:8]1[N:9]2[C:14]([CH:15]=[C:16]([OH:18])[CH:17]=1)=[C:13]([C:20]1[C:21]([Cl:27])=[CH:22][CH:23]=[CH:24][C:25]=1[Cl:26])[C:12](=[O:28])[CH:11]=[CH:10]2. The catalyst class is: 2. (3) Reactant: [CH2:1]([N:8]1[CH:12]=[C:11]([CH:13]=O)[C:10]([CH:15]([CH2:18][CH3:19])[CH2:16][CH3:17])=[N:9]1)[C:2]1[CH:7]=[CH:6][CH:5]=[CH:4][CH:3]=1.C(OP([CH2:28][C:29]([O:31][CH2:32][CH3:33])=[O:30])(OCC)=O)C.CN(C)C=O.[H-].[Na+]. Product: [CH2:1]([N:8]1[CH:12]=[C:11](/[CH:13]=[CH:28]/[C:29]([O:31][CH2:32][CH3:33])=[O:30])[C:10]([CH:15]([CH2:18][CH3:19])[CH2:16][CH3:17])=[N:9]1)[C:2]1[CH:7]=[CH:6][CH:5]=[CH:4][CH:3]=1. The catalyst class is: 6. (4) Reactant: O[NH:2][C@H:3]([C:16](N)=[O:17])[CH2:4][CH2:5][C:6](=[O:15])[O:7][CH2:8][C:9]1[CH:14]=[CH:13][CH:12]=[CH:11][CH:10]=1.C(Cl)(Cl)=[O:20]. Product: [NH2:2][C@H:3]([C:16]([OH:17])=[O:20])[CH2:4][CH2:5][C:6](=[O:15])[O:7][CH2:8][C:9]1[CH:14]=[CH:13][CH:12]=[CH:11][CH:10]=1. The catalyst class is: 1. (5) Reactant: [Zn](CC)[CH2:2]C.C(I)I.[Cl:9][C:10]1[CH:11]=[C:12]([C:17]2[CH2:21][CH2:20][CH:19]([OH:22])[CH:18]=2)[CH:13]=[CH:14][C:15]=1[Cl:16]. Product: [Cl:9][C:10]1[CH:11]=[C:12]([C:17]23[CH2:2][CH:18]2[CH:19]([OH:22])[CH2:20][CH2:21]3)[CH:13]=[CH:14][C:15]=1[Cl:16]. The catalyst class is: 2. (6) Reactant: [Br:1][C:2]1[C:10]2[C:5](=[CH:6][C:7]([N+:11]([O-:13])=[O:12])=[CH:8][CH:9]=2)[NH:4][N:3]=1.[Cl:14][C:15]1[CH:23]=[CH:22][CH:21]=[C:20]([C:24]([F:27])([F:26])[F:25])[C:16]=1[C:17](Cl)=[O:18].C(Cl)Cl. Product: [Br:1][C:2]1[C:10]2[C:5](=[CH:6][C:7]([N+:11]([O-:13])=[O:12])=[CH:8][CH:9]=2)[N:4]([C:17]([C:16]2[C:20]([C:24]([F:25])([F:26])[F:27])=[CH:21][CH:22]=[CH:23][C:15]=2[Cl:14])=[O:18])[N:3]=1. The catalyst class is: 850. (7) Reactant: [CH:1]([N:14]1[C:22]2[C:17](=[CH:18][C:19]([Cl:23])=[CH:20][CH:21]=2)[C:16]([CH2:24][CH2:25][S:26]([C:29]2[CH:38]=[CH:37][C:32]([C:33]([O:35]C)=[O:34])=[CH:31][CH:30]=2)(=[O:28])=[O:27])=[C:15]1[CH2:39][CH2:40][NH:41][S:42]([CH2:45][C:46]1[CH:51]=[CH:50][CH:49]=[CH:48][CH:47]=1)(=[O:44])=[O:43])([C:8]1[CH:13]=[CH:12][CH:11]=[CH:10][CH:9]=1)[C:2]1[CH:7]=[CH:6][CH:5]=[CH:4][CH:3]=1.C1COCC1.[OH-].[Na+]. Product: [CH:1]([N:14]1[C:22]2[C:17](=[CH:18][C:19]([Cl:23])=[CH:20][CH:21]=2)[C:16]([CH2:24][CH2:25][S:26]([C:29]2[CH:30]=[CH:31][C:32]([C:33]([OH:35])=[O:34])=[CH:37][CH:38]=2)(=[O:28])=[O:27])=[C:15]1[CH2:39][CH2:40][NH:41][S:42]([CH2:45][C:46]1[CH:47]=[CH:48][CH:49]=[CH:50][CH:51]=1)(=[O:43])=[O:44])([C:2]1[CH:3]=[CH:4][CH:5]=[CH:6][CH:7]=1)[C:8]1[CH:13]=[CH:12][CH:11]=[CH:10][CH:9]=1. The catalyst class is: 5. (8) Reactant: [C:1]([O:5][C:6]([NH:8][C:9]1[O:17][C:16]2[C:11](=[N:12][CH:13]=[C:14]([CH2:18][CH3:19])[CH:15]=2)[C:10]=1[C:20]([O:22]CC)=[O:21])=[O:7])([CH3:4])([CH3:3])[CH3:2].O[Li].O. Product: [C:1]([O:5][C:6]([NH:8][C:9]1[O:17][C:16]2[C:11](=[N:12][CH:13]=[C:14]([CH2:18][CH3:19])[CH:15]=2)[C:10]=1[C:20]([OH:22])=[O:21])=[O:7])([CH3:2])([CH3:3])[CH3:4]. The catalyst class is: 278.